Dataset: Catalyst prediction with 721,799 reactions and 888 catalyst types from USPTO. Task: Predict which catalyst facilitates the given reaction. The catalyst class is: 134. Reactant: [C:1]([CH2:4][CH2:5][C:6]([O:8][CH2:9][C@H:10]1[C@H:15]([C:16]2[CH:21]=[CH:20][C:19]([F:22])=[CH:18][CH:17]=2)[CH2:14][CH2:13][N:12]([C:23]([O:25][C:26]2[CH:31]=[CH:30][CH:29]=[CH:28][CH:27]=2)=[O:24])[CH2:11]1)=[O:7])([OH:3])=[O:2].CO.[CH3:34][Si](C=[N+]=[N-])(C)C. Product: [F:22][C:19]1[CH:18]=[CH:17][C:16]([C@@H:15]2[CH2:14][CH2:13][N:12]([C:23]([O:25][C:26]3[CH:31]=[CH:30][CH:29]=[CH:28][CH:27]=3)=[O:24])[CH2:11][C@H:10]2[CH2:9][O:8][C:6](=[O:7])[CH2:5][CH2:4][C:1]([O:3][CH3:34])=[O:2])=[CH:21][CH:20]=1.